From a dataset of Experimentally validated miRNA-target interactions with 360,000+ pairs, plus equal number of negative samples. Binary Classification. Given a miRNA mature sequence and a target amino acid sequence, predict their likelihood of interaction. (1) The miRNA is hsa-miR-1294 with sequence UGUGAGGUUGGCAUUGUUGUCU. The protein sequence of the target gene is MARCFSLVLLLTSIWTTRLLVQGSLRAEELSIQVSCRIMGITLVSKKANQQLNFTEAKEACRLLGLSLAGKDQVETALKASFETCSYGWVGDGFVVISRISPNPKCGKNGVGVLIWKVPVSRQFAAYCYNSSDTWTNSCIPEIITTKDPIFNTQTATQTTEFIVSDSTYSVASPYSTIPAPTTTPPAPASTSIPRRKKLICVTEVFMETSTMSTETEPFVENKAAFKNEAAGFGGVPTALLVLALLFFGAAAGLGFCYVKRYVKAFPFTNKNQQKEMIETKVVKEEKANDSNPNEESKKT.... Result: 0 (no interaction). (2) The miRNA is mmu-miR-135a-5p with sequence UAUGGCUUUUUAUUCCUAUGUGA. The protein sequence of the target gene is MKMSFALTFRSAKGRWIANPSQPCSKASIGLFVPASPPLDPEKVKELQRFITLSKRLLVMTGAGISTESGIPDYRSEKVGLYARTDRRPIQHGDFVRSAPIRQRYWARNFVGWPQFSSHQPNPAHWALSTWEKLGKLYWLVTQNVDALHTKAGSRRLTELHGCMDRVLCLDCGEQTPRGVLQERFQVLNPTWSAEAHGLAPDGDVFLSEEQVRSFQVPTCVQCGGHLKPDVVFFGDTVNPDKVDFVHKRVKEADSLLVVGSSLQVYSGYRFILTAWEKKLPIAILNIGPTRSDDLACLKL.... Result: 0 (no interaction). (3) The miRNA is hsa-miR-194-5p with sequence UGUAACAGCAACUCCAUGUGGA. The protein sequence of the target gene is MTTPGKENFRLKSYKNKSLNPDEMRRRREEEGLQLRKQKREEQLFKRRNVATAEEETEEEVMSDGGFHEAQISNMEMAPGGVITSDMIEMIFSKSPEQQLSATQKFRKLLSKEPNPPIDEVISTPGVVARFVEFLKRKENCTLQFESAWVLTNIASGNSLQTRIVIQAGAVPIFIELLSSEFEDVQEQAVWALGNIAGDSTMCRDYVLDCNILPPLLQLFSKQNRLTMTRNAVWALSNLCRGKSPPPEFAKVSPCLNVLSWLLFVSDTDVLADACWALSYLSDGPNDKIQAVIDAGVCRR.... Result: 1 (interaction). (4) The miRNA is hsa-miR-4633-3p with sequence AGGAGCUAGCCAGGCAUAUGCA. The protein sequence of the target gene is MGDSGSRRSTLVSRLPIFRRSINRRHDSLPSSPSSSNTVGVHSSSPSSTNSSSGSTGKRRSIFRTPSISFHHKKGSEPKQEPTNQNLSISNGAQPGHSNMQKLSLEEHIKTRGRHSVGFSSSRNKKITRSLTEDFEREKEHSTNKNVFINCLSSGKSEGDDSGFTEDQTRRSVKQSTRKLLPKSFSSHYKFSKPVLQSQSISLVQQSEFSLEVTQYQEREPVLVRASPSCSVDVTERAGSSLQSPLLSADLTTAQTPSEFLALTEDSVSEMDAFSKSGSMASHCDNFGHNDSTSQMSLNS.... Result: 0 (no interaction). (5) The miRNA is hsa-miR-615-3p with sequence UCCGAGCCUGGGUCUCCCUCUU. The protein sequence of the target gene is MFIKGRAPRAPPRERRRATRGGLRQVVAPPRALGSTSRPHFRRASVCRRRCRKSGGLLAASRKMAAAAVNGAAGFSSSGPAATSGAVLQAATGMYEQLKGEWNRKSPNLSKCGEELGRLKLVLLELNFLPTTGTKLTKQQLILARDILEIGAQWSILRKDIPSFERYMAQLKCYYFDYKEQLPESAYMHQLLGLNLLFLLSQNRVAEFHTELERLPAKDIQTNVYIKHPVSLEQYLMEGSYNKVFLAKGNIPAESYTFFIDILLDTIRDEIAGCIEKAYEKILFTEATRILFFNTPKKMT.... Result: 1 (interaction). (6) The miRNA is hsa-miR-15a-5p with sequence UAGCAGCACAUAAUGGUUUGUG. The protein sequence of the target gene is MNLEGGGRGGEFGMSAVSCGNGKLRQWLIDQIDSGKYPGLVWENEEKSIFRIPWKHAGKQDYNREEDAALFKAWALFKGKFREGIDKPDPPTWKTRLRCALNKSNDFEELVERSQLDISDPYKVYRIVPEGAKKGAKQLTLEDPQMSMSHPYTMTTPYPSLPAQQVHNYMMPPLDRSWRDYVPDQPHPEIPYQCPMTFGPRGHHWQGPACENGCQVTGTFYACAPPESQAPGVPTEPSIRSAEALAFSDCRLHICLYYREILVKELTTSSPEGCRISHGHTYDASNLDQVLFPYPEDNGQ.... Result: 1 (interaction). (7) The miRNA is hsa-miR-133b with sequence UUUGGUCCCCUUCAACCAGCUA. The protein sequence of the target gene is MCPGNWLWASMTFMARFSRSSSRSPVRTRGTLEEMPTVQHPFLNVFELERLLYTGKTACNHADEVWPGLYLGDQDMANNRRELRRLGITHVLNASHSRWRGTPEAYEGLGIRYLGVEAHDSPAFDMSIHFQTAADFIHRALSQPGGKILVHCAVGVSRSATLVLAYLMLYHHLTLVEAIKKVKDHRGIIPNRGFLRQLLALDRRLRQGLEA. Result: 0 (no interaction). (8) The miRNA is hsa-miR-3121-5p with sequence UCCUUUGCCUAUUCUAUUUAAG. The protein sequence of the target gene is MDSVDGLQCLTMTAENPPSGDLIPAPLVTCKLCLCEQSLDKMTMLQECQCIFCTPCLKQYMVLSIREGCGSPITCPDMVCLNHGTLQETEIACLVPLDEFQLYQRLKFEREVHMDPLRTWCPVADCQTVCHISAGDPGQPVLVECPSCHLKFCSCCKDAWHEESSCRDSQSAMPEHGALFGTDADAPIKQCPVCRIYIERNEGCAQMMCKNCKHTFCWYCLQNLDNDIFLRHYDKGPCRNKLGHSRASVMWNRTQVVGILVGLGVIALVTSPLLLLASPCIICCVCKSCRGKKKKHDPST.... Result: 0 (no interaction). (9) The miRNA is hsa-miR-526b-3p with sequence GAAAGUGCUUCCUUUUAGAGGC. The protein sequence of the target gene is MAGARAAAAAASAGSSASSGNQPPQELGLGELLEEFSRTQYRAKDGSGTGGSKVERIEKRCLELFGRDYCFSVIPNTNGDICGHYPRHIVFLEYESSEKEKDTFESTVQVSKLQDLIHRSKMARCRGRFVCPVILFKGKHICRSATLAGWGELYGRSGYNYFFSGGADDAWADVEDVTEEDCALRSGDTHLFDKVRGYDIKLLRYLSVKYICDLMVENKKVKFGMNVTSSEKVDKAQRYADFTLLSIPYPGCEFFKEYKDRDYMAEGLIFNWKQDYVDAPLSIPDFLTHSLNIDWSQYQC.... Result: 0 (no interaction).